From a dataset of Forward reaction prediction with 1.9M reactions from USPTO patents (1976-2016). Predict the product of the given reaction. (1) Given the reactants Cl.[F:2][C:3]1[CH:4]=[C:5]([S:9][C:10]2[CH:11]=[C:12]3[C:17](=[CH:18][CH:19]=2)[C@H:16]([CH2:20][NH2:21])[CH2:15][CH2:14][CH2:13]3)[CH:6]=[CH:7][CH:8]=1.[NH2:22][C:23](N)=[O:24].Cl.O, predict the reaction product. The product is: [F:2][C:3]1[CH:4]=[C:5]([S:9][C:10]2[CH:11]=[C:12]3[C:17](=[CH:18][CH:19]=2)[C@H:16]([CH2:20][NH:21][C:23]([NH2:22])=[O:24])[CH2:15][CH2:14][CH2:13]3)[CH:6]=[CH:7][CH:8]=1. (2) Given the reactants [CH2:1]([O:3][C:4]1[CH:9]=[CH:8][C:7]([C:10]2[CH:15]=[CH:14][C:13](Br)=[CH:12][CH:11]=2)=[C:6]([F:17])[C:5]=1[F:18])[CH3:2].C([Li])CCC.[B:24](OC)([O:27]C)[O:25]C.Cl, predict the reaction product. The product is: [CH2:1]([O:3][C:4]1[CH:9]=[CH:8][C:7]([C:10]2[CH:15]=[CH:14][C:13]([B:24]([OH:27])[OH:25])=[CH:12][CH:11]=2)=[C:6]([F:17])[C:5]=1[F:18])[CH3:2]. (3) Given the reactants [NH:1]1[CH2:6][CH2:5][O:4][CH2:3][CH2:2]1.[H-].[Na+].[Cl:9][C:10]1[CH:15]=[C:14](Cl)[CH:13]=[C:12]([Cl:17])[N:11]=1, predict the reaction product. The product is: [Cl:9][C:10]1[CH:15]=[C:14]([N:1]2[CH2:6][CH2:5][O:4][CH2:3][CH2:2]2)[CH:13]=[C:12]([Cl:17])[N:11]=1. (4) Given the reactants C(C1[C:11]2[C:6](=[CH:7][C:8]([F:12])=[CH:9][CH:10]=2)[CH2:5][CH2:4]1)#N.[OH-:13].[K+].[CH2:15]([OH:17])[CH3:16], predict the reaction product. The product is: [F:12][C:8]1[CH:7]=[C:6]2[C:11](=[CH:10][CH:9]=1)[CH:16]([C:15]([OH:13])=[O:17])[CH2:4][CH2:5]2. (5) Given the reactants [NH2:1][C@@H:2]([CH2:33][C:34]1[CH:39]=[CH:38][CH:37]=[CH:36][CH:35]=1)[C@@H:3]([OH:32])[CH2:4][C@@H:5]([NH:19][C:20]([C@@H:22]([NH:27][C:28](=[O:31])[O:29][CH3:30])[C:23]([CH3:26])([CH3:25])[CH3:24])=[O:21])[CH2:6][C:7]1[CH:12]=[CH:11][C:10]([C:13]2[CH:18]=[CH:17][CH:16]=[CH:15][N:14]=2)=[CH:9][CH:8]=1.[CH3:40][O:41][CH2:42][C:43]([NH:45][C@@H:46]([C:50]([CH3:53])([CH3:52])[CH3:51])[C:47](O)=[O:48])=[O:44].CCOP(ON1N=NC2C=CC=CC=2C1=O)(OCC)=O.C(N(CC)C(C)C)(C)C, predict the reaction product. The product is: [CH2:33]([C@H:2]([NH:1][C:47](=[O:48])[C@H:46]([C:50]([CH3:52])([CH3:51])[CH3:53])[NH:45][C:43](=[O:44])[CH2:42][O:41][CH3:40])[C@@H:3]([OH:32])[CH2:4][C@H:5]([CH2:6][C:7]1[CH:12]=[CH:11][C:10]([C:13]2[CH:18]=[CH:17][CH:16]=[CH:15][N:14]=2)=[CH:9][CH:8]=1)[NH:19][C:20](=[O:21])[C@@H:22]([NH:27][C:28](=[O:31])[O:29][CH3:30])[C:23]([CH3:26])([CH3:25])[CH3:24])[C:34]1[CH:35]=[CH:36][CH:37]=[CH:38][CH:39]=1.